Dataset: Forward reaction prediction with 1.9M reactions from USPTO patents (1976-2016). Task: Predict the product of the given reaction. (1) Given the reactants [NH2:1][C:2]1[N:7]=[CH:6][N:5]=[C:4]2[N:8]([CH:24]3[CH2:27][C:26](=[O:28])[CH2:25]3)[N:9]=[C:10]([C:11]3[CH:16]=[CH:15][C:14]([O:17][C:18]4[CH:23]=[CH:22][CH:21]=[CH:20][CH:19]=4)=[CH:13][CH:12]=3)[C:3]=12.[BH4-].[Na+], predict the reaction product. The product is: [NH2:1][C:2]1[N:7]=[CH:6][N:5]=[C:4]2[N:8]([C@@H:24]3[CH2:25][C@H:26]([OH:28])[CH2:27]3)[N:9]=[C:10]([C:11]3[CH:12]=[CH:13][C:14]([O:17][C:18]4[CH:23]=[CH:22][CH:21]=[CH:20][CH:19]=4)=[CH:15][CH:16]=3)[C:3]=12. (2) Given the reactants [C:1]([C:5]1[CH:22]=[CH:21][CH:20]=[CH:19][C:6]=1[O:7][C:8]1[C:13]([NH:14][C:15](=[S:18])[NH:16][NH2:17])=[CH:12][CH:11]=[CH:10][N:9]=1)([CH3:4])([CH3:3])[CH3:2].[Cl:23][CH2:24][C:25](Cl)=O, predict the reaction product. The product is: [C:1]([C:5]1[CH:22]=[CH:21][CH:20]=[CH:19][C:6]=1[O:7][C:8]1[C:13]([NH:14][C:15]2[S:18][C:25]([CH2:24][Cl:23])=[N:17][N:16]=2)=[CH:12][CH:11]=[CH:10][N:9]=1)([CH3:4])([CH3:2])[CH3:3]. (3) Given the reactants [CH2:1]([C:3]1[CH:8]=[C:7]([O:9][CH2:10][CH2:11][CH2:12][S:13]([CH3:16])(=[O:15])=[O:14])[CH:6]=[C:5]([CH2:17][CH3:18])[C:4]=1[C:19]1[CH:24]=[CH:23][CH:22]=[C:21]([CH:25]=[O:26])[CH:20]=1)[CH3:2].CO.[BH4-].[Na+].C(O)(=O)CC(CC(O)=O)(C(O)=O)O, predict the reaction product. The product is: [CH2:17]([C:5]1[CH:6]=[C:7]([O:9][CH2:10][CH2:11][CH2:12][S:13]([CH3:16])(=[O:15])=[O:14])[CH:8]=[C:3]([CH2:1][CH3:2])[C:4]=1[C:19]1[CH:24]=[CH:23][CH:22]=[C:21]([CH2:25][OH:26])[CH:20]=1)[CH3:18]. (4) Given the reactants [CH2:1]([O:3][C:4]([C:6]1[NH:7][N:8]=[C:9]([C:11]2[S:12][CH:13]=[CH:14][CH:15]=2)[CH:10]=1)=[O:5])[CH3:2].C([O-])([O-])=O.[K+].[K+].Cl[CH2:23][C:24]([N:26]1[CH2:31][CH2:30][N:29]([C:32]2[CH:37]=[CH:36][C:35]([Cl:38])=[CH:34][CH:33]=2)[CH2:28][CH2:27]1)=[O:25].CN(C=O)C, predict the reaction product. The product is: [CH2:1]([O:3][C:4]([C:6]1[N:7]([CH2:23][C:24]([N:26]2[CH2:27][CH2:28][N:29]([C:32]3[CH:37]=[CH:36][C:35]([Cl:38])=[CH:34][CH:33]=3)[CH2:30][CH2:31]2)=[O:25])[N:8]=[C:9]([C:11]2[S:12][CH:13]=[CH:14][CH:15]=2)[CH:10]=1)=[O:5])[CH3:2].